From a dataset of Reaction yield outcomes from USPTO patents with 853,638 reactions. Predict the reaction yield, written as a fraction of the theoretical maximum amount of product (1.0 means a 100% yield; for example, 0.34 means a 34% yield). (1) The reactants are [F:1][C:2]1[CH:3]=[C:4]([CH:7]=[CH:8][C:9]=1[F:10])[CH:5]=O.[CH3:11][O:12][C:13](=[O:18])[CH2:14][C:15](=[O:17])[CH3:16]. The catalyst is C(O)C.N1CCCCC1.C(O)(=O)C. The product is [CH3:11][O:12][C:13](=[O:18])/[C:14](=[CH:5]\[C:4]1[CH:7]=[CH:8][C:9]([F:10])=[C:2]([F:1])[CH:3]=1)/[C:15](=[O:17])[CH3:16]. The yield is 0.900. (2) The reactants are [C:1]([O:5][C:6]([N:8]1[CH2:13][CH2:12][NH:11][C:10](=O)[CH:9]1[C:15]1[CH:20]=[CH:19][C:18]([Cl:21])=[CH:17][CH:16]=1)=[O:7])([CH3:4])([CH3:3])[CH3:2].C(O)(=O)C.[BH4-].[Na+]. The catalyst is O1CCOCC1. The product is [C:1]([O:5][C:6]([N:8]1[CH2:13][CH2:12][NH:11][CH2:10][CH:9]1[C:15]1[CH:16]=[CH:17][C:18]([Cl:21])=[CH:19][CH:20]=1)=[O:7])([CH3:4])([CH3:2])[CH3:3]. The yield is 0.690. (3) The reactants are C([O:8][C:9]1[N:14]=[CH:13][C:12]([C:15]2[C:16]([C:22]3[O:23][CH:24]=[CH:25][CH:26]=3)=[N:17][C:18]([NH2:21])=[N:19][CH:20]=2)=[CH:11][CH:10]=1)C1C=CC=CC=1.O. The catalyst is Cl. The product is [NH2:21][C:18]1[N:17]=[C:16]([C:22]2[O:23][CH:24]=[CH:25][CH:26]=2)[C:15]([C:12]2[CH:11]=[CH:10][C:9](=[O:8])[NH:14][CH:13]=2)=[CH:20][N:19]=1. The yield is 0.900. (4) The reactants are [C:1]([C:5]1[C:9]([C:10]2[CH:15]=[CH:14][C:13]([S:16]([N:19]([CH3:21])[CH3:20])(=[O:18])=[O:17])=[CH:12][CH:11]=2)=[C:8]([OH:22])[N:7]([CH3:23])[N:6]=1)([CH3:4])([CH3:3])[CH3:2].[OH:24][NH:25]S(C1C=CC=CC=1S(C)(=O)=O)(=O)=O.C(=O)([O-])[O-].[K+].[K+].C(CN(CC(O)=O)CCN(CCN(CC(O)=O)CC(O)=O)CC(O)=O)(O)=O. The catalyst is C(O)C.O.C(OCC)(=O)C. The product is [C:1]([C:5]1[C:9]([C:10]2[CH:15]=[CH:14][C:13]([S:16]([N:19]([CH3:20])[CH3:21])(=[O:18])=[O:17])=[CH:12][CH:11]=2)([NH:25][OH:24])[C:8](=[O:22])[N:7]([CH3:23])[N:6]=1)([CH3:4])([CH3:2])[CH3:3]. The yield is 0.460. (5) The reactants are Br[C:2]1[CH:3]=[C:4]([CH:8]2[CH2:17][C:16]([CH3:19])([CH3:18])[C:15]3[C:10](=[CH:11][CH:12]=[C:13]([C:20]#[N:21])[CH:14]=3)[N:9]2[CH3:22])[CH:5]=[CH:6][CH:7]=1.[NH2:23][C:24]([CH3:29])([CH3:28])[C:25]([OH:27])=[O:26].C(=O)([O-])[O-].[K+].[K+]. The catalyst is CS(C)=O.[Cu]I. The product is [C:20]([C:13]1[CH:14]=[C:15]2[C:10](=[CH:11][CH:12]=1)[N:9]([CH3:22])[CH:8]([C:4]1[CH:3]=[C:2]([NH:23][C:24]([CH3:29])([CH3:28])[C:25]([OH:27])=[O:26])[CH:7]=[CH:6][CH:5]=1)[CH2:17][C:16]2([CH3:19])[CH3:18])#[N:21]. The yield is 0.301. (6) The reactants are Cl.[NH2:2][CH2:3][CH2:4][C:5]1[C:13]2[C:8](=[CH:9][CH:10]=[CH:11][CH:12]=2)[NH:7][CH:6]=1.CCO.[C:17]([O:21][CH2:22][CH3:23])(=[O:20])[CH:18]=O.N#N. The catalyst is C1(C)C=CC=CC=1. The product is [CH2:22]([O:21][C:17]([CH:18]1[C:6]2[NH:7][C:8]3[C:13](=[CH:12][CH:11]=[CH:10][CH:9]=3)[C:5]=2[CH2:4][CH2:3][NH:2]1)=[O:20])[CH3:23]. The yield is 0.680. (7) The reactants are [ClH:1].[O:2]1[C:6]2([CH2:11][CH2:10][N:9](C(OC(C)(C)C)=O)[CH2:8][CH2:7]2)[CH2:5][CH2:4][CH2:3]1. The catalyst is CO. The product is [ClH:1].[O:2]1[C:6]2([CH2:11][CH2:10][NH:9][CH2:8][CH2:7]2)[CH2:5][CH2:4][CH2:3]1. The yield is 0.980. (8) The reactants are [CH:1]1([CH:7]([NH:18][C:19]2[CH:27]=[CH:26][C:22]([C:23](O)=[O:24])=[CH:21][CH:20]=2)[C:8]2[O:16][C:15]3[C:10](=[N:11][CH:12]=[CH:13][CH:14]=3)[C:9]=2[CH3:17])[CH2:6][CH2:5][CH2:4][CH2:3][CH2:2]1.Cl.[CH2:29]([O:31][C:32](=[O:36])[CH2:33][CH2:34][NH2:35])[CH3:30].O.ON1C2C=CC=CC=2N=N1.Cl.C(N=C=NCCCN(C)C)C.[Cl-].[NH4+]. The catalyst is CN(C)C=O.C(N(CC)CC)C. The product is [CH:1]1([CH:7]([NH:18][C:19]2[CH:20]=[CH:21][C:22]([C:23]([NH:35][CH2:34][CH2:33][C:32]([O:31][CH2:29][CH3:30])=[O:36])=[O:24])=[CH:26][CH:27]=2)[C:8]2[O:16][C:15]3[C:10](=[N:11][CH:12]=[CH:13][CH:14]=3)[C:9]=2[CH3:17])[CH2:6][CH2:5][CH2:4][CH2:3][CH2:2]1. The yield is 0.910. (9) The reactants are Cl.[NH2:2][C:3]1[CH:4]=[CH:5][C:6]([CH2:9][CH2:10][N:11]2[C:16]3[N:17]=[C:18]([NH:21][CH3:22])[N:19]=[CH:20][C:15]=3[CH:14]=[C:13]([C:23]3[C:28]([Cl:29])=[C:27]([O:30][CH3:31])[CH:26]=[C:25]([O:32][CH3:33])[C:24]=3[Cl:34])[C:12]2=[O:35])=[N:7][CH:8]=1.[C:36](O)(=[O:39])[CH:37]=[CH2:38].CN(C(ON1N=NC2C=CC=NC1=2)=[N+](C)C)C.F[P-](F)(F)(F)(F)F. The catalyst is CN(C=O)C. The product is [Cl:29][C:28]1[C:27]([O:30][CH3:31])=[CH:26][C:25]([O:32][CH3:33])=[C:24]([Cl:34])[C:23]=1[C:13]1[C:12](=[O:35])[N:11]([CH2:10][CH2:9][C:6]2[N:7]=[CH:8][C:3]([NH:2][C:36](=[O:39])[CH:37]=[CH2:38])=[CH:4][CH:5]=2)[C:16]2[N:17]=[C:18]([NH:21][CH3:22])[N:19]=[CH:20][C:15]=2[CH:14]=1. The yield is 0.110.